Dataset: Forward reaction prediction with 1.9M reactions from USPTO patents (1976-2016). Task: Predict the product of the given reaction. (1) The product is: [OH:8][C:9]1[C:14](=[O:15])[N:13]=[C:12]([CH2:16][C:17]2([C:22]3[CH:27]=[CH:26][CH:25]=[CH:24][N:23]=3)[CH2:18][CH2:19][CH2:20][CH2:21]2)[N:11]2[CH2:28][CH2:29][N:30]([CH3:33])[C:31](=[O:32])[C:10]=12. Given the reactants C([O:8][C:9]1[C:14](=[O:15])[N:13]=[C:12]([CH2:16][C:17]2([C:22]3[CH:27]=[CH:26][CH:25]=[CH:24][N:23]=3)[CH2:21][CH2:20][CH2:19][CH2:18]2)[N:11]2[CH2:28][CH2:29][N:30]([CH3:33])[C:31](=[O:32])[C:10]=12)C1C=CC=CC=1.[H][H].CO, predict the reaction product. (2) Given the reactants [CH3:1][O:2][C:3](=[O:29])[CH:4]=[C:5]([CH3:28])[CH2:6][CH:7]([C:9]1[N:10]([CH:25]([CH3:27])[CH3:26])[C:11]2[C:16]([C:17]=1[C:18]1[CH:23]=[CH:22][C:21]([F:24])=[CH:20][CH:19]=1)=[CH:15][CH:14]=[CH:13][CH:12]=2)C.C(N(CC)CC)C.COC(=O)CC(=O)/C=C/C1N(C(C)C)C2C(C=1C1C=CC(F)=CC=1)=CC=CC=2, predict the reaction product. The product is: [CH3:1][O:2][C:3](=[O:29])/[CH:4]=[C:5](\[CH3:28])/[CH:6]=[CH:7][C:9]1[N:10]([CH:25]([CH3:26])[CH3:27])[C:11]2[C:16]([C:17]=1[C:18]1[CH:23]=[CH:22][C:21]([F:24])=[CH:20][CH:19]=1)=[CH:15][CH:14]=[CH:13][CH:12]=2. (3) The product is: [Cl:1][CH:2]([C:12]1[CH:17]=[CH:16][CH:15]=[CH:14][CH:13]=1)[S:3]([C:5]1[CH2:9][C:8]([CH3:11])([CH3:10])[O:7][N:6]=1)(=[O:26])=[O:4]. Given the reactants [Cl:1][CH:2]([C:12]1[CH:17]=[CH:16][CH:15]=[CH:14][CH:13]=1)[S:3]([C:5]1[CH2:9][C:8]([CH3:11])([CH3:10])[O:7][N:6]=1)=[O:4].ClC1C=CC=C(C(OO)=[O:26])C=1.[OH-].[Na+], predict the reaction product. (4) Given the reactants C([Li])CCC.[CH3:6][Si:7]([C:10]#[CH:11])([CH3:9])[CH3:8].[F:12][C:13]([F:39])([F:38])[C:14]1[CH:15]=[C:16]([CH:31]=[C:32]([C:34]([F:37])([F:36])[F:35])[CH:33]=1)[CH2:17][N:18]1[C:22]([C:23]2[CH:28]=[CH:27][CH:26]=[CH:25][CH:24]=2)=[C:21]([CH:29]=[O:30])[N:20]=[N:19]1.[NH4+].[Cl-], predict the reaction product. The product is: [F:39][C:13]([F:12])([F:38])[C:14]1[CH:15]=[C:16]([CH:31]=[C:32]([C:34]([F:37])([F:36])[F:35])[CH:33]=1)[CH2:17][N:18]1[C:22]([C:23]2[CH:24]=[CH:25][CH:26]=[CH:27][CH:28]=2)=[C:21]([CH:29]([OH:30])[C:11]#[C:10][Si:7]([CH3:9])([CH3:8])[CH3:6])[N:20]=[N:19]1.